From a dataset of Reaction yield outcomes from USPTO patents with 853,638 reactions. Predict the reaction yield, written as a fraction of the theoretical maximum amount of product (1.0 means a 100% yield; for example, 0.34 means a 34% yield). (1) The reactants are C([O:3][C:4](=[O:30])[CH:5](CC)[CH2:6][CH2:7][N:8]1[C:25](=[S:26])[N:11]2[C:12]3[CH:13]=[C:14]([C:18]4[CH:23]=[CH:22][C:21]([Cl:24])=[CH:20][CH:19]=4)[O:15][C:16]=3[CH:17]=[C:10]2[C:9]1=[O:27])C.O. The catalyst is C(O)(C(F)(F)F)=O. The product is [Cl:24][C:21]1[CH:22]=[CH:23][C:18]([C:14]2[O:15][C:16]3[CH:17]=[C:10]4[C:9](=[O:27])[N:8]([CH2:7][CH2:6][CH2:5][C:4]([OH:30])=[O:3])[C:25](=[S:26])[N:11]4[C:12]=3[CH:13]=2)=[CH:19][CH:20]=1. The yield is 0.900. (2) The reactants are [CH3:1][O:2][CH:3]1[CH2:8][CH2:7][N:6]([C:9]2[N:14]=[C:13]([NH2:15])[CH:12]=[CH:11][N:10]=2)[CH2:5][CH2:4]1.Cl[C:17]1[N:22]=[CH:21][C:20]2[N:23]=[C:24]([C:29]([F:32])([F:31])[F:30])[N:25]([CH:26]([CH3:28])[CH3:27])[C:19]=2[CH:18]=1.C1(P(C2CCCCC2)C2C=CC=CC=2C2C(C(C)C)=CC(C(C)C)=CC=2C(C)C)CCCCC1.C(=O)([O-])[O-].[Cs+].[Cs+]. The catalyst is C(OCC)(=O)C.O1CCOCC1. The product is [CH:26]([N:25]1[C:19]2[CH:18]=[C:17]([NH:15][C:13]3[CH:12]=[CH:11][N:10]=[C:9]([N:6]4[CH2:5][CH2:4][CH:3]([O:2][CH3:1])[CH2:8][CH2:7]4)[N:14]=3)[N:22]=[CH:21][C:20]=2[N:23]=[C:24]1[C:29]([F:31])([F:32])[F:30])([CH3:28])[CH3:27]. The yield is 0.550.